This data is from Full USPTO retrosynthesis dataset with 1.9M reactions from patents (1976-2016). The task is: Predict the reactants needed to synthesize the given product. Given the product [CH3:1][O:2][CH2:3][O:4][C:5]1[CH:6]=[CH:7][C:8]([C:11]2[N:16]=[C:15]3[N:17]([CH:21]4[CH2:26][CH2:25][CH2:24][CH2:23][O:22]4)[N:18]=[C:19]([CH3:20])[C:14]3=[C:13]([CH2:27][N:38]3[CH2:39][CH:34]([CH3:33])[N:35]([CH2:42][C:43]4[CH:44]=[N:45][CH:46]=[CH:47][CH:48]=4)[CH2:36][C:37]3([CH3:40])[CH3:41])[CH:12]=2)=[CH:9][CH:10]=1, predict the reactants needed to synthesize it. The reactants are: [CH3:1][O:2][CH2:3][O:4][C:5]1[CH:10]=[CH:9][C:8]([C:11]2[N:16]=[C:15]3[N:17]([CH:21]4[CH2:26][CH2:25][CH2:24][CH2:23][O:22]4)[N:18]=[C:19]([CH3:20])[C:14]3=[C:13]([CH2:27]OS(C)(=O)=O)[CH:12]=2)=[CH:7][CH:6]=1.[CH3:33][CH:34]1[CH2:39][NH:38][C:37]([CH3:41])([CH3:40])[CH2:36][N:35]1[CH2:42][C:43]1[CH:44]=[N:45][CH:46]=[CH:47][CH:48]=1.CCN(C(C)C)C(C)C.